From a dataset of Human liver microsome stability data. Regression/Classification. Given a drug SMILES string, predict its absorption, distribution, metabolism, or excretion properties. Task type varies by dataset: regression for continuous measurements (e.g., permeability, clearance, half-life) or binary classification for categorical outcomes (e.g., BBB penetration, CYP inhibition). Dataset: hlm. The drug is CNCC1(c2ccc(Cl)c(Cl)c2)CCCCC1. The result is 0 (unstable in human liver microsomes).